The task is: Predict the product of the given reaction.. This data is from Forward reaction prediction with 1.9M reactions from USPTO patents (1976-2016). (1) The product is: [CH2:1]([O:3][C:4]([C:6]1[O:7][C:8]2[CH:15]=[CH:14][CH:13]=[C:12]([CH:16]3[CH2:17][O:18][C:20]([CH3:25])([CH3:21])[O:19]3)[C:9]=2[C:10]=1[CH3:11])=[O:5])[CH3:2]. Given the reactants [CH2:1]([O:3][C:4]([C:6]1[O:7][C:8]2[CH:15]=[CH:14][CH:13]=[C:12]([CH:16]([OH:19])[CH2:17][OH:18])[C:9]=2[C:10]=1[CH3:11])=[O:5])[CH3:2].[C:20]1(C)[CH:25]=CC(S(O)(=O)=O)=C[CH:21]=1.C(=O)(O)[O-].[Na+], predict the reaction product. (2) Given the reactants [H-].[Al+3].[Li+].[H-].[H-].[H-].[C:7]([O:11][C:12](=[O:48])[CH2:13][CH:14]([NH:21][S:22]([C:25]1[CH:30]=[CH:29][C:28]([NH:31][C:32](=[O:34])[CH3:33])=[CH:27][C:26]=1[O:35][CH2:36][CH2:37][C:38]1[CH:47]=[CH:46][CH:45]=[C:44]2[C:39]=1[CH:40]=[CH:41][CH:42]=[N:43]2)(=[O:24])=[O:23])[C:15](N(OC)C)=[O:16])([CH3:10])([CH3:9])[CH3:8].[C@H](O)(C([O-])=O)[C@@H](O)C([O-])=O.[Na+].[K+], predict the reaction product. The product is: [C:7]([O:11][C:12](=[O:48])[CH2:13][CH:14]([NH:21][S:22]([C:25]1[CH:30]=[CH:29][C:28]([NH:31][C:32](=[O:34])[CH3:33])=[CH:27][C:26]=1[O:35][CH2:36][CH2:37][C:38]1[CH:47]=[CH:46][CH:45]=[C:44]2[C:39]=1[CH:40]=[CH:41][CH:42]=[N:43]2)(=[O:24])=[O:23])[CH:15]=[O:16])([CH3:8])([CH3:9])[CH3:10]. (3) Given the reactants [CH2:1]([N:8]1[C:13](=[O:14])[C:12](Cl)=[C:11]([C:16]2[CH:21]=[CH:20][C:19]([S:22]([CH3:25])(=[O:24])=[O:23])=[CH:18][CH:17]=2)[CH:10]=[N:9]1)[C:2]1[CH:7]=[CH:6][CH:5]=[CH:4][CH:3]=1.[CH3:26][C:27]1[CH:28]=[C:29](B(O)O)[CH:30]=[CH:31][C:32]=1[CH3:33].[F-].[Cs+], predict the reaction product. The product is: [CH2:1]([N:8]1[C:13](=[O:14])[C:12]([C:29]2[CH:30]=[CH:31][C:32]([CH3:33])=[C:27]([CH3:26])[CH:28]=2)=[C:11]([C:16]2[CH:21]=[CH:20][C:19]([S:22]([CH3:25])(=[O:24])=[O:23])=[CH:18][CH:17]=2)[CH:10]=[N:9]1)[C:2]1[CH:7]=[CH:6][CH:5]=[CH:4][CH:3]=1. (4) Given the reactants [S:1]1[CH:5]=[CH:4][CH:3]=[C:2]1[CH:6]=O.[CH3:8][O:9][CH2:10][CH2:11][NH2:12].[C:13]1(=O)[O:19][C:17](=[O:18])[C:16]2=[CH:20][CH:21]=[CH:22][CH:23]=[C:15]2[CH2:14]1.[NH2:25][C:26]1[CH:27]=[C:28]([CH:34]=[CH:35][CH:36]=1)[C:29]([O:31][CH2:32][CH3:33])=[O:30], predict the reaction product. The product is: [CH3:8][O:9][CH2:10][CH2:11][N:12]1[CH:6]([C:2]2[S:1][CH:5]=[CH:4][CH:3]=2)[CH:14]([C:13]([NH:25][C:26]2[CH:27]=[C:28]([CH:34]=[CH:35][CH:36]=2)[C:29]([O:31][CH2:32][CH3:33])=[O:30])=[O:19])[C:15]2[C:16](=[CH:20][CH:21]=[CH:22][CH:23]=2)[C:17]1=[O:18].